From a dataset of Full USPTO retrosynthesis dataset with 1.9M reactions from patents (1976-2016). Predict the reactants needed to synthesize the given product. (1) Given the product [CH3:23][C:22]1[CH:21]=[CH:20][N:19]=[CH:18][C:17]=1[N:2]1[CH2:3][CH2:4][C:5]2[C:10](=[C:9]3[CH:11]=[CH:12][CH:13]=[CH:14][C:8]3=[CH:7][CH:6]=2)[C:1]1=[O:15], predict the reactants needed to synthesize it. The reactants are: [C:1]1(=[O:15])[C:10]2[C:5](=[CH:6][CH:7]=[C:8]3[CH:14]=[CH:13][CH:12]=[CH:11][C:9]3=2)[CH2:4][CH2:3][NH:2]1.I[C:17]1[CH:18]=[N:19][CH:20]=[CH:21][C:22]=1[CH3:23].P([O-])([O-])([O-])=O.[K+].[K+].[K+]. (2) Given the product [CH:20]1([C:22]2[CH:26]=[C:25]([CH:27]=[O:31])[S:24][C:23]=2[CH3:32])[C:12]2=[N:13][C:14]3[CH:19]=[CH:18][CH:17]=[CH:16][C:15]=3[N:11]2[CH2:10][CH2:9][O:21]1, predict the reactants needed to synthesize it. The reactants are: [Si](O[CH2:9][CH2:10][N:11]1[C:15]2[CH:16]=[CH:17][CH:18]=[CH:19][C:14]=2[N:13]=[C:12]1[CH:20]([C:22]1[CH:26]=[C:25]([CH:27]2[O:31]CCO2)[S:24][C:23]=1[CH3:32])[OH:21])(C(C)(C)C)(C)C.C(Cl)Cl.C(O)(C(F)(F)F)=O. (3) Given the product [O-:2][N+:3]1[C:8]2[CH:9]=[CH:10][CH:11]=[CH:12][C:7]=2[N+:6]([O-:13])=[C:5]([NH:14][CH2:15][CH2:16][CH2:17][NH2:18])[N:4]=1, predict the reactants needed to synthesize it. The reactants are: Cl.[O-:2][N+:3]1[C:8]2[CH:9]=[CH:10][CH:11]=[CH:12][C:7]=2[N+:6]([O-:13])=[C:5]([NH:14][CH2:15][CH2:16][CH2:17][NH:18]C(=O)OC(C)(C)C)[N:4]=1. (4) Given the product [Cl:1][C:2]1[N:7]=[C:6]([N:8]([CH2:9][CH2:10][O:11][CH3:12])[C:18](=[O:19])[O:17][C:14]([CH3:16])([CH3:15])[CH3:13])[CH:5]=[CH:4][N:3]=1, predict the reactants needed to synthesize it. The reactants are: [Cl:1][C:2]1[N:7]=[C:6]([NH:8][CH2:9][CH2:10][O:11][CH3:12])[CH:5]=[CH:4][N:3]=1.[CH3:13][C:14]([O:17][C:18](O[C:18]([O:17][C:14]([CH3:16])([CH3:15])[CH3:13])=[O:19])=[O:19])([CH3:16])[CH3:15]. (5) Given the product [NH2:1][C:2]1[N:3]=[CH:4][C:5]([O:8][C:16]2[CH:21]=[CH:20][N:19]=[C:18]([C:22]([NH:24][CH3:25])=[O:23])[CH:17]=2)=[CH:6][CH:7]=1, predict the reactants needed to synthesize it. The reactants are: [NH2:1][C:2]1[CH:7]=[CH:6][C:5]([OH:8])=[CH:4][N:3]=1.CC(C)([O-])C.[K+].Cl[C:16]1[CH:21]=[CH:20][N:19]=[C:18]([C:22]([NH:24][CH3:25])=[O:23])[CH:17]=1. (6) Given the product [NH2:30][C:28]1[CH:29]=[C:3]([C:1]#[N:2])[CH:4]=[C:5]([CH:27]=1)[C:6]([NH:8][C:9]1[C:10]([CH3:26])=[CH:11][C:12]([C:16]([F:25])([C:17]([F:18])([F:19])[F:20])[C:21]([F:22])([F:23])[F:24])=[CH:13][C:14]=1[CH3:15])=[O:7], predict the reactants needed to synthesize it. The reactants are: [C:1]([C:3]1[CH:4]=[C:5]([CH:27]=[C:28]([N+:30]([O-])=O)[CH:29]=1)[C:6]([NH:8][C:9]1[C:14]([CH3:15])=[CH:13][C:12]([C:16]([F:25])([C:21]([F:24])([F:23])[F:22])[C:17]([F:20])([F:19])[F:18])=[CH:11][C:10]=1[CH3:26])=[O:7])#[N:2].[Sn](Cl)(Cl)(Cl)Cl.Cl.